Dataset: Catalyst prediction with 721,799 reactions and 888 catalyst types from USPTO. Task: Predict which catalyst facilitates the given reaction. Reactant: [F:1][C:2]1[CH:3]=[CH:4][C:5]([O:10][C:11]2[CH:20]=[CH:19][C:14]3[C:15]([CH3:18])=[N:16][O:17][C:13]=3[CH:12]=2)=[C:6]([CH:9]=1)[C:7]#[N:8].[Br:21]N1C(=O)CCC1=O.C(OOC(=O)C1C=CC=CC=1)(=O)C1C=CC=CC=1. Product: [Br:21][CH2:18][C:15]1[C:14]2[CH:19]=[CH:20][C:11]([O:10][C:5]3[CH:4]=[CH:3][C:2]([F:1])=[CH:9][C:6]=3[C:7]#[N:8])=[CH:12][C:13]=2[O:17][N:16]=1. The catalyst class is: 262.